This data is from Full USPTO retrosynthesis dataset with 1.9M reactions from patents (1976-2016). The task is: Predict the reactants needed to synthesize the given product. (1) Given the product [CH2:25]([C:21]1[CH:20]=[C:19]([N:16]2[CH2:15][CH2:14][N:13]([CH2:12][C:5]3[CH:4]=[C:3]([C:27]([OH:29])=[O:28])[C:2](=[O:1])[N:11]4[C:6]=3[CH:7]=[CH:8][CH:9]=[CH:10]4)[CH2:18][CH2:17]2)[CH:24]=[CH:23][N:22]=1)[CH3:26], predict the reactants needed to synthesize it. The reactants are: [O:1]=[C:2]1[N:11]2[C:6]([CH:7]=[CH:8][CH:9]=[CH:10]2)=[C:5]([CH2:12][N:13]2[CH2:18][CH2:17][N:16]([C:19]3[CH:24]=[CH:23][N:22]=[C:21]([CH:25]=[CH2:26])[CH:20]=3)[CH2:15][CH2:14]2)[CH:4]=[C:3]1[C:27]([O:29]CC)=[O:28]. (2) Given the product [F:41][C:2]([F:42])([F:1])[C:3]1[CH:40]=[CH:39][CH:38]=[CH:37][C:4]=1[CH2:5][N:6]1[CH:10]=[CH:9][N:8]=[C:7]1[C:11]1[CH:12]=[CH:13][C:14]([N:17]2[C:31](=[O:33])[CH2:30][C:29](=[O:36])[NH:28][C:19]3[C:20]4[C:25]([CH:26]=[CH:27][C:18]2=3)=[CH:24][CH:23]=[CH:22][CH:21]=4)=[CH:15][CH:16]=1, predict the reactants needed to synthesize it. The reactants are: [F:1][C:2]([F:42])([F:41])[C:3]1[CH:40]=[CH:39][CH:38]=[CH:37][C:4]=1[CH2:5][N:6]1[CH:10]=[CH:9][N:8]=[C:7]1[C:11]1[CH:16]=[CH:15][C:14]([NH:17][C:18]2[CH:27]=[CH:26][C:25]3[C:20](=[CH:21][CH:22]=[CH:23][CH:24]=3)[C:19]=2[NH:28][C:29](=[O:36])[CH2:30][C:31]([O:33]CC)=O)=[CH:13][CH:12]=1.FC(F)(F)C1C=CC=CC=1CBr.Cl.FC1C=CC=CC=1CCC1N(C2C=CC(N3C(=O)CC(=O)NC4C5C(C=CC3=4)=CC=CC=5)=CC=2)C=CN=1.O=C(NC1C2C(=CC=CC=2)C=CC=1NC1C=CC=C(N2C(CCC3C=CC=CN=3)=NN=N2)C=1)C(OCC)=O.Cl.N1C=CC=CC=1CCC1N(C2C=C(N3C4C=CC5C=CC=CC=5C=4NC(=O)C3=O)C=CC=2)N=NN=1. (3) Given the product [Cl:1][C:2]1[CH:3]=[CH:4][C:5]([C:8]2[S:12][C:11]([CH3:13])=[N:10][C:9]=2[C:14]([N:17]2[CH2:22][CH2:21][CH2:20][C@@H:19]([NH:23][C:24]([C:26]3[N:33]4[C:29]([S:30][CH:31]=[CH:32]4)=[N:28][C:27]=3[CH3:34])=[O:25])[CH2:18]2)=[O:16])=[CH:6][CH:7]=1, predict the reactants needed to synthesize it. The reactants are: [Cl:1][C:2]1[CH:7]=[CH:6][C:5]([C:8]2[S:12][C:11]([CH3:13])=[N:10][C:9]=2[C:14]([OH:16])=O)=[CH:4][CH:3]=1.[NH:17]1[CH2:22][CH2:21][CH2:20][C@@H:19]([NH:23][C:24]([C:26]2[N:33]3[C:29]([S:30][CH:31]=[CH:32]3)=[N:28][C:27]=2[CH3:34])=[O:25])[CH2:18]1. (4) Given the product [Br-:1].[CH:12]12[C:11](=[N+:16]3[CH2:20][CH2:19][CH2:18][CH2:17]3)[CH:15]([CH2:14][CH2:13]1)[CH2:9][C:4]1[CH:5]=[CH:6][CH:7]=[CH:8][C:3]=1[CH2:2]2, predict the reactants needed to synthesize it. The reactants are: [Br:1][CH2:2][C:3]1[CH:8]=[CH:7][CH:6]=[CH:5][C:4]=1[CH2:9]Br.[C:11]1([N:16]2[CH2:20][CH2:19][CH2:18][CH2:17]2)[CH2:15][CH2:14][CH2:13][CH:12]=1.CCN(C(C)C)C(C)C. (5) Given the product [C:14]1([C@@H:12]([N:8]2[C:6]3=[N:7][C:2]([CH:20]=[CH2:21])=[CH:3][N:4]=[C:5]3[N:10]=[C:9]2[OH:11])[CH3:13])[CH:19]=[CH:18][CH:17]=[CH:16][CH:15]=1, predict the reactants needed to synthesize it. The reactants are: Br[C:2]1[N:7]=[C:6]2[N:8]([C@H:12]([C:14]3[CH:19]=[CH:18][CH:17]=[CH:16][CH:15]=3)[CH3:13])[C:9]([OH:11])=[N:10][C:5]2=[N:4][CH:3]=1.[CH:20](B(O)O)=[CH2:21].